This data is from Full USPTO retrosynthesis dataset with 1.9M reactions from patents (1976-2016). The task is: Predict the reactants needed to synthesize the given product. (1) Given the product [F:1][C:2]1[CH:10]=[CH:9][CH:8]=[C:7]2[C:3]=1[CH:4]=[CH:5][N:6]2[C:11]([CH3:16])([CH3:19])[C:12]([OH:14])=[O:13], predict the reactants needed to synthesize it. The reactants are: [F:1][C:2]1[CH:10]=[CH:9][CH:8]=[C:7]2[C:3]=1[CH:4]=[CH:5][N:6]2[CH:11]([CH3:16])[C:12]([O:14]C)=[O:13].[OH-].[Na+].[CH3:19]O. (2) Given the product [CH2:17]([C:16]1[N:22]([CH2:23][CH2:24][O:25][C:26]2[CH:31]=[CH:30][CH:29]=[CH:28][CH:27]=2)[C:13]2[C:12]([CH3:32])=[C:11]([CH3:33])[N:10]=[C:9]([Cl:8])[C:14]=2[N:15]=1)[CH2:18][CH2:19][CH3:20], predict the reactants needed to synthesize it. The reactants are: C(N(CC)CC)C.[Cl:8][C:9]1[C:14]([NH:15][C:16](=O)[CH2:17][CH2:18][CH2:19][CH3:20])=[C:13]([NH:22][CH2:23][CH2:24][O:25][C:26]2[CH:31]=[CH:30][CH:29]=[CH:28][CH:27]=2)[C:12]([CH3:32])=[C:11]([CH3:33])[N:10]=1. (3) Given the product [O:41]=[S:33]1(=[O:42])[C:34]2[CH:40]=[CH:39][CH:38]=[CH:37][C:35]=2[CH2:36][N:30]([C:17]2[CH:16]=[C:15]([O:1][CH:2]3[CH2:6][CH2:5][N:4]([C:7]([O:9][C:10]([CH3:13])([CH3:12])[CH3:11])=[O:8])[CH2:3]3)[C:24]3[C:19](=[CH:20][CH:21]=[C:22]([CH3:43])[CH:23]=3)[N:18]=2)[CH2:31][CH2:32]1, predict the reactants needed to synthesize it. The reactants are: [OH:1][CH:2]1[CH2:6][CH2:5][N:4]([C:7]([O:9][C:10]([CH3:13])([CH3:12])[CH3:11])=[O:8])[CH2:3]1.Cl[C:15]1[C:24]2[C:19](=[CH:20][CH:21]=[C:22](OC(F)(F)F)[CH:23]=2)[N:18]=[C:17]([N:30]2[CH2:36][C:35]3[CH:37]=[CH:38][CH:39]=[CH:40][C:34]=3[S:33](=[O:42])(=[O:41])[CH2:32][CH2:31]2)[CH:16]=1.[CH3:43]C(C)([O-])C.[Na+]. (4) Given the product [Cl:1][C:2]1[N:7]=[C:6]([N:8]([CH2:9][CH:10]2[CH2:11][CH2:12]2)[CH3:13])[CH:5]=[N:4][CH:3]=1, predict the reactants needed to synthesize it. The reactants are: [Cl:1][C:2]1[N:7]=[C:6]([NH:8][CH2:9][CH:10]2[CH2:12][CH2:11]2)[CH:5]=[N:4][CH:3]=1.[CH2:13]([Li])CCC.IC.S([O-])([O-])(=O)=S.[Na+].[Na+]. (5) Given the product [ClH:10].[C:4]1([CH:3]([O:18][NH2:19])[CH3:2])[CH:9]=[CH:8][CH:7]=[CH:6][CH:5]=1, predict the reactants needed to synthesize it. The reactants are: Br[CH2:2][CH2:3][C:4]1[CH:9]=[CH:8][CH:7]=[CH:6][CH:5]=1.[ClH:10].N1C=CC=CC=1C[O:18][NH2:19]. (6) Given the product [CH3:1][O:2][C:3]([C:5]1[CH:10]=[CH:9][C:8]([CH:12]2[CH2:14][CH2:13]2)=[CH:7][N:6]=1)=[O:4], predict the reactants needed to synthesize it. The reactants are: [CH3:1][O:2][C:3]([C:5]1[CH:10]=[CH:9][C:8](Br)=[CH:7][N:6]=1)=[O:4].[CH:12]1(B(O)O)[CH2:14][CH2:13]1.CC1(C)C2C=CC=C(P(C3C=CC=CC=3)C3C=CC=CC=3)C=2OC2C1=CC=CC=2P(C1C=CC=CC=1)C1C=CC=CC=1.C(=O)([O-])[O-].[Cs+].[Cs+]. (7) Given the product [C:15]1([CH3:18])[CH:16]=[CH:17][C:12]([S:9]([N:8]2[C@H:3]([CH2:2][O:1][Si:28]([CH:32]([CH3:34])[CH3:33])([CH:29]([CH3:31])[CH3:30])[CH:25]([CH3:27])[CH3:26])[CH2:4][CH2:5][C@@H:6]([OH:19])[CH2:7]2)(=[O:11])=[O:10])=[CH:13][CH:14]=1, predict the reactants needed to synthesize it. The reactants are: [OH:1][CH2:2][C@H:3]1[N:8]([S:9]([C:12]2[CH:17]=[CH:16][C:15]([CH3:18])=[CH:14][CH:13]=2)(=[O:11])=[O:10])[CH2:7][C@H:6]([OH:19])[CH2:5][CH2:4]1.N1C=CN=C1.[CH:25]([Si:28](Cl)([CH:32]([CH3:34])[CH3:33])[CH:29]([CH3:31])[CH3:30])([CH3:27])[CH3:26]. (8) Given the product [Cl:1][C:2]1[CH:9]=[CH:8][C:5]([C:6]#[N:7])=[C:4]([O:11][C:12]2[CH:19]=[CH:18][CH:17]=[C:14]([CH:15]=[O:16])[C:13]=2[O:20][CH2:21][CH2:22][CH3:23])[CH:3]=1, predict the reactants needed to synthesize it. The reactants are: [Cl:1][C:2]1[CH:9]=[CH:8][C:5]([C:6]#[N:7])=[C:4](F)[CH:3]=1.[OH:11][C:12]1[C:13]([O:20][CH2:21][CH2:22][CH3:23])=[C:14]([CH:17]=[CH:18][CH:19]=1)[CH:15]=[O:16].C(=O)([O-])[O-].[Cs+].[Cs+].O. (9) Given the product [CH2:23]([C:14]1([C:17]([O:19][CH3:20])=[O:18])[CH2:15][CH2:16][O:11][CH2:12][CH2:13]1)[CH:22]=[CH2:21], predict the reactants needed to synthesize it. The reactants are: [Li+].C[Si]([N-][Si](C)(C)C)(C)C.[O:11]1[CH2:16][CH2:15][CH:14]([C:17]([O:19][CH3:20])=[O:18])[CH2:13][CH2:12]1.[CH2:21](Br)[CH:22]=[CH2:23]. (10) The reactants are: [Li+].CC([N-]C(C)C)C.[Li]CCCC.C(NC(C)C)(C)C.[CH:21]1([N:27]2[CH2:31][CH2:30][CH2:29][C:28]2=[O:32])[CH2:26][CH2:25][CH2:24][CH2:23][CH2:22]1.Cl[CH2:34][C:35]1[C:44]2[C:39](=[CH:40][CH:41]=[CH:42][CH:43]=2)[C:38]([O:45][CH3:46])=[CH:37][CH:36]=1. Given the product [CH:21]1([N:27]2[CH2:31][CH2:30][CH:29]([CH2:34][C:35]3[C:44]4[C:39](=[CH:40][CH:41]=[CH:42][CH:43]=4)[C:38]([O:45][CH3:46])=[CH:37][CH:36]=3)[C:28]2=[O:32])[CH2:22][CH2:23][CH2:24][CH2:25][CH2:26]1, predict the reactants needed to synthesize it.